From a dataset of Full USPTO retrosynthesis dataset with 1.9M reactions from patents (1976-2016). Predict the reactants needed to synthesize the given product. The reactants are: [NH2:1][CH:2]([CH2:10][CH3:11])[C:3]([O:5][C:6]([CH3:9])([CH3:8])[CH3:7])=[O:4].[N:12]([CH:15]([CH2:21][CH2:22]Br)[C:16]([O:18][CH2:19][CH3:20])=[O:17])=[N+:13]=[N-:14].C(N(CC)CC)C. Given the product [N:12]([CH:15]([CH2:21][CH2:22][NH:1][CH:2]([C:3]([O:5][C:6]([CH3:7])([CH3:9])[CH3:8])=[O:4])[CH2:10][CH3:11])[C:16]([O:18][CH2:19][CH3:20])=[O:17])=[N+:13]=[N-:14], predict the reactants needed to synthesize it.